This data is from Catalyst prediction with 721,799 reactions and 888 catalyst types from USPTO. The task is: Predict which catalyst facilitates the given reaction. (1) Reactant: [NH2:1][C:2]1[C:7]2[C:8]([C:11]3[CH:16]=[CH:15][C:14]([NH:17][C:18]([NH:20][C:21]4[CH:26]=[CH:25][CH:24]=[C:23]([F:27])[CH:22]=4)=[O:19])=[CH:13][CH:12]=3)=[CH:9][S:10][C:6]=2[C:5]([C:28]2[CH:29]=[N:30][N:31]([CH2:33][CH2:34][OH:35])[CH:32]=2)=[CH:4][N:3]=1.[C:36]([OH:48])(=[O:47])[CH2:37][C:38]([CH2:43][C:44]([OH:46])=[O:45])([C:40]([OH:42])=[O:41])[OH:39].CCCCCCC. The catalyst class is: 20. Product: [C:36]([OH:48])(=[O:47])[CH2:37][C:38]([CH2:43][C:44]([OH:46])=[O:45])([C:40]([OH:42])=[O:41])[OH:39].[NH2:1][C:2]1[C:7]2[C:8]([C:11]3[CH:12]=[CH:13][C:14]([NH:17][C:18]([NH:20][C:21]4[CH:26]=[CH:25][CH:24]=[C:23]([F:27])[CH:22]=4)=[O:19])=[CH:15][CH:16]=3)=[CH:9][S:10][C:6]=2[C:5]([C:28]2[CH:29]=[N:30][N:31]([CH2:33][CH2:34][OH:35])[CH:32]=2)=[CH:4][N:3]=1. (2) Reactant: [NH2:1][C:2]([C:4]1[CH:5]=[C:6](Br)[CH:7]=[C:8]2[C:12]=1[NH:11][N:10]=[C:9]2[CH:13]1[CH2:18][CH2:17][N:16]([C:19]([O:21][C:22]([CH3:25])([CH3:24])[CH3:23])=[O:20])[CH2:15][CH2:14]1)=[O:3].[S:27]1[CH:31]=[CH:30][CH:29]=[C:28]1B(O)O.C(=O)([O-])[O-].[K+].[K+]. Product: [NH2:1][C:2]([C:4]1[CH:5]=[C:6]([C:28]2[S:27][CH:31]=[CH:30][CH:29]=2)[CH:7]=[C:8]2[C:12]=1[NH:11][N:10]=[C:9]2[CH:13]1[CH2:18][CH2:17][N:16]([C:19]([O:21][C:22]([CH3:25])([CH3:24])[CH3:23])=[O:20])[CH2:15][CH2:14]1)=[O:3]. The catalyst class is: 70. (3) Reactant: [F:1][C:2]([F:30])([F:29])[S:3]([C:6]1[CH:7]=[C:8]([NH:12][C:13]([C:15]2[CH:20]=[CH:19][CH:18]=[CH:17][C:16]=2[NH:21]C(=O)OC(C)(C)C)=[O:14])[CH:9]=[CH:10][CH:11]=1)(=[O:5])=[O:4].[C:31]([OH:37])([C:33]([F:36])([F:35])[F:34])=[O:32]. Product: [NH2:21][C:16]1[CH:17]=[CH:18][CH:19]=[CH:20][C:15]=1[C:13]([NH:12][C:8]1[CH:9]=[CH:10][CH:11]=[C:6]([S:3]([C:2]([F:30])([F:1])[F:29])(=[O:5])=[O:4])[CH:7]=1)=[O:14].[C:31]([OH:37])([C:33]([F:36])([F:35])[F:34])=[O:32]. The catalyst class is: 2. (4) Reactant: [CH3:1][O:2][CH2:3][C@@H:4]1[CH2:8][CH2:7][N:6]([C@H](C2C=CC=CC=2)C)[C@@H:5]1[C:17]([NH2:19])=[O:18]. Product: [CH3:1][O:2][CH2:3][C@@H:4]1[CH2:8][CH2:7][NH:6][C@@H:5]1[C:17]([NH2:19])=[O:18]. The catalyst class is: 386. (5) Reactant: [CH3:1][N:2]1[C:11]2[C:6](=[CH:7][C:8]([C:18]([F:21])([F:20])[F:19])=[C:9]([C:12]3[CH:13]=[N:14][N:15]([CH3:17])[CH:16]=3)[CH:10]=2)[N:5]([C:22]2[C:26]3[CH2:27][NH:28][CH2:29][CH2:30][C:25]=3[N:24]([CH:31]3[CH2:36][CH2:35][O:34][CH2:33][CH2:32]3)[N:23]=2)[CH2:4][CH:3]1[CH3:37].C(N(CC)CC)C.[CH3:45][NH:46][C:47](N1C=CN=C1)=[O:48]. Product: [CH3:37][CH:3]1[N:2]([CH3:1])[C:11]2[C:6](=[CH:7][C:8]([C:18]([F:20])([F:19])[F:21])=[C:9]([C:12]3[CH:13]=[N:14][N:15]([CH3:17])[CH:16]=3)[CH:10]=2)[N:5]([C:22]2[C:26]3[CH2:27][N:28]([C:47]([NH:46][CH3:45])=[O:48])[CH2:29][CH2:30][C:25]=3[N:24]([CH:31]3[CH2:36][CH2:35][O:34][CH2:33][CH2:32]3)[N:23]=2)[CH2:4]1. The catalyst class is: 2. (6) Reactant: C[O:2][C:3]([C:5]1[CH:10]=[C:9]([CH2:11][CH2:12][CH2:13][CH2:14][O:15][CH3:16])[CH:8]=[CH:7][N:6]=1)=[O:4].O.O.[OH-].[Li+]. Product: [CH3:16][O:15][CH2:14][CH2:13][CH2:12][CH2:11][C:9]1[CH:8]=[CH:7][N:6]=[C:5]([C:3]([OH:4])=[O:2])[CH:10]=1. The catalyst class is: 36. (7) Reactant: [C:1]1(=[O:11])[C:10]2[C:5](=[CH:6][N:7]=[CH:8][CH:9]=2)[CH2:4][CH2:3][NH:2]1.I[C:13]1[CH:14]=[N:15][CH:16]=[CH:17][C:18]=1[CH3:19].P([O-])([O-])([O-])=O.[K+].[K+].[K+]. Product: [CH3:19][C:18]1[CH:17]=[CH:16][N:15]=[CH:14][C:13]=1[N:2]1[CH2:3][CH2:4][C:5]2[C:10](=[CH:9][CH:8]=[N:7][CH:6]=2)[C:1]1=[O:11]. The catalyst class is: 830. (8) Reactant: Br[C:2]1[CH:3]=[C:4]2[C:10]([C@@H:11]([C:13]3[C:18]([O:19][CH:20]([F:22])[F:21])=[CH:17][CH:16]=[C:15]([F:23])[C:14]=3[Cl:24])[CH3:12])=[CH:9][N:8](C(OC(C)(C)C)=O)[C:5]2=[N:6][CH:7]=1.CC1(C)[O:37][C@H:36]([CH2:38][N:39]2[C:43]([CH3:44])=[C:42](B3OC(C)(C)C(C)(C)O3)[C:41]([CH3:54])=[N:40]2)[CH2:35][O:34]1.C([O-])([O-])=O.[K+].[K+].O.Cl. Product: [Cl:24][C:14]1[C:15]([F:23])=[CH:16][CH:17]=[C:18]([O:19][CH:20]([F:22])[F:21])[C:13]=1[C@H:11]([C:10]1[C:4]2[C:5](=[N:6][CH:7]=[C:2]([C:42]3[C:41]([CH3:54])=[N:40][N:39]([CH2:38][C@@H:36]([OH:37])[CH2:35][OH:34])[C:43]=3[CH3:44])[CH:3]=2)[NH:8][CH:9]=1)[CH3:12]. The catalyst class is: 203. (9) Reactant: [Br:1][C:2]1[C:3]([F:19])=[C:4]([CH:8]([C:14]([O:16]CC)=[O:15])[C:9]([O:11]CC)=[O:10])[CH:5]=[CH:6][CH:7]=1.[OH-].[Na+]. Product: [Br:1][C:2]1[C:3]([F:19])=[C:4]([CH:8]([C:9]([OH:11])=[O:10])[C:14]([OH:16])=[O:15])[CH:5]=[CH:6][CH:7]=1. The catalyst class is: 14.